From a dataset of NCI-60 drug combinations with 297,098 pairs across 59 cell lines. Regression. Given two drug SMILES strings and cell line genomic features, predict the synergy score measuring deviation from expected non-interaction effect. (1) Drug 1: COC1=C(C=C2C(=C1)N=CN=C2NC3=CC(=C(C=C3)F)Cl)OCCCN4CCOCC4. Drug 2: B(C(CC(C)C)NC(=O)C(CC1=CC=CC=C1)NC(=O)C2=NC=CN=C2)(O)O. Cell line: BT-549. Synergy scores: CSS=20.3, Synergy_ZIP=-7.06, Synergy_Bliss=-3.17, Synergy_Loewe=-2.28, Synergy_HSA=-2.49. (2) Drug 1: CC1=C2C(C(=O)C3(C(CC4C(C3C(C(C2(C)C)(CC1OC(=O)C(C(C5=CC=CC=C5)NC(=O)OC(C)(C)C)O)O)OC(=O)C6=CC=CC=C6)(CO4)OC(=O)C)OC)C)OC. Drug 2: COC1=CC(=CC(=C1O)OC)C2C3C(COC3=O)C(C4=CC5=C(C=C24)OCO5)OC6C(C(C7C(O6)COC(O7)C8=CC=CS8)O)O. Cell line: ACHN. Synergy scores: CSS=59.6, Synergy_ZIP=-6.47, Synergy_Bliss=-8.43, Synergy_Loewe=-3.85, Synergy_HSA=-2.38.